This data is from Reaction yield outcomes from USPTO patents with 853,638 reactions. The task is: Predict the reaction yield, written as a fraction of the theoretical maximum amount of product (1.0 means a 100% yield; for example, 0.34 means a 34% yield). The reactants are [F:1][C:2]1[CH:7]=[CH:6][C:5]([C:8]2[CH:9]=[C:10]([C:19]([O:21]C)=[O:20])[C:11](=[O:18])[N:12](CC(C)C)[N:13]=2)=[CH:4][C:3]=1C.[F:24]C1C=C(C(=O)CC(C(OCC)=O)(O)C(OCC)=O)C=CC=1F. No catalyst specified. The product is [C:19]([C:10]1[C:11](=[O:18])[NH:12][N:13]=[C:8]([C:5]2[CH:6]=[CH:7][C:2]([F:1])=[C:3]([F:24])[CH:4]=2)[CH:9]=1)([OH:21])=[O:20]. The yield is 0.889.